From a dataset of Reaction yield outcomes from USPTO patents with 853,638 reactions. Predict the reaction yield, written as a fraction of the theoretical maximum amount of product (1.0 means a 100% yield; for example, 0.34 means a 34% yield). (1) The product is [ClH:1].[NH2:22][C:19]1[CH:20]=[CH:21][C:16]([NH:15][C:13](=[O:14])[C:12]2[CH:25]=[CH:26][CH:27]=[C:10]([NH:9][C:7]3[CH:6]=[C:5]([NH2:28])[N:4]=[C:3]([NH2:2])[N:8]=3)[CH:11]=2)=[CH:17][CH:18]=1. The reactants are [ClH:1].[NH2:2][C:3]1[N:8]=[C:7]([NH:9][C:10]2[CH:11]=[C:12]([CH:25]=[CH:26][CH:27]=2)[C:13]([NH:15][C:16]2[CH:21]=[CH:20][C:19]([N+:22]([O-])=O)=[CH:18][CH:17]=2)=[O:14])[CH:6]=[C:5]([NH2:28])[N:4]=1. The catalyst is [Pd].CO. The yield is 0.760. (2) The reactants are [Cl:1][C:2]1[N:10](CC=C)[C:9]2[C:8](=[O:14])[NH:7][C:6](=[O:15])[N:5]([CH2:16][CH2:17][CH2:18][CH2:19][F:20])[C:4]=2[N:3]=1.C(O)(=O)C.C1([SiH3])C=CC=CC=1. The catalyst is C(Cl)Cl.C1C=CC([P]([Pd]([P](C2C=CC=CC=2)(C2C=CC=CC=2)C2C=CC=CC=2)([P](C2C=CC=CC=2)(C2C=CC=CC=2)C2C=CC=CC=2)[P](C2C=CC=CC=2)(C2C=CC=CC=2)C2C=CC=CC=2)(C2C=CC=CC=2)C2C=CC=CC=2)=CC=1. The product is [Cl:1][C:2]1[NH:10][C:9]2[C:8](=[O:14])[NH:7][C:6](=[O:15])[N:5]([CH2:16][CH2:17][CH2:18][CH2:19][F:20])[C:4]=2[N:3]=1. The yield is 0.430.